Dataset: Full USPTO retrosynthesis dataset with 1.9M reactions from patents (1976-2016). Task: Predict the reactants needed to synthesize the given product. (1) Given the product [OH:2][C:3]1[CH:8]=[CH:7][C:6]([C:9]([CH3:15])([CH3:14])[C:10]([OH:12])=[O:11])=[CH:5][C:4]=1[N+:16]([O-:18])=[O:17], predict the reactants needed to synthesize it. The reactants are: C[O:2][C:3]1[CH:8]=[CH:7][C:6]([C:9]([CH3:15])([CH3:14])[C:10]([O:12]C)=[O:11])=[CH:5][C:4]=1[N+:16]([O-:18])=[O:17].B(Br)(Br)Br. (2) The reactants are: [OH:1][C@@:2]1([C:9]#[C:10][C:11]2[CH:12]=[C:13]([C:17]3[N:18]=[C:19]([C:26]([O:28]CC)=O)[N:20]4[CH2:25][CH2:24][CH2:23][CH2:22][C:21]=34)[CH:14]=[CH:15][CH:16]=2)[CH2:6][CH2:5][N:4]([CH3:7])[C:3]1=[O:8].[NH3:31]. Given the product [OH:1][C@@:2]1([C:9]#[C:10][C:11]2[CH:12]=[C:13]([C:17]3[N:18]=[C:19]([C:26]([NH2:31])=[O:28])[N:20]4[CH2:25][CH2:24][CH2:23][CH2:22][C:21]=34)[CH:14]=[CH:15][CH:16]=2)[CH2:6][CH2:5][N:4]([CH3:7])[C:3]1=[O:8], predict the reactants needed to synthesize it. (3) Given the product [NH2:19][C:18]1[C:12]2[N:11]=[C:10]([C:8]([N:5]3[CH2:4][CH2:3][N:2]([CH3:1])[CH2:7][CH2:6]3)=[O:9])[NH:14][C:13]=2[CH:15]=[CH:16][CH:17]=1, predict the reactants needed to synthesize it. The reactants are: [CH3:1][N:2]1[CH2:7][CH2:6][N:5]([C:8]([C:10]2[NH:14][C:13]3[CH:15]=[CH:16][CH:17]=[C:18]([N+:19]([O-])=O)[C:12]=3[N:11]=2)=[O:9])[CH2:4][CH2:3]1.NC1C2N=C(CO)NC=2C=CC=1. (4) Given the product [Br:1][C:2]1[CH:7]=[CH:6][C:5]([Cl:8])=[C:4]([B:15]([OH:18])[OH:16])[CH:3]=1, predict the reactants needed to synthesize it. The reactants are: [Br:1][C:2]1[CH:7]=[CH:6][C:5]([Cl:8])=[C:4](I)[CH:3]=1.C([Mg]Cl)(C)C.[B:15](OC)([O:18]C)[O:16]C.